From a dataset of Forward reaction prediction with 1.9M reactions from USPTO patents (1976-2016). Predict the product of the given reaction. (1) Given the reactants C([O:3][C:4](=[O:26])[CH2:5][N:6]([C:8]1[CH:13]=[C:12]([C:14]2[N:18]=[C:17]([C:19]3[S:20][CH:21]=[CH:22][C:23]=3[Cl:24])[O:16][N:15]=2)[CH:11]=[CH:10][C:9]=1[Cl:25])[CH3:7])C.[OH-].[Na+].Cl, predict the reaction product. The product is: [Cl:25][C:9]1[CH:10]=[CH:11][C:12]([C:14]2[N:18]=[C:17]([C:19]3[S:20][CH:21]=[CH:22][C:23]=3[Cl:24])[O:16][N:15]=2)=[CH:13][C:8]=1[N:6]([CH2:5][C:4]([OH:26])=[O:3])[CH3:7]. (2) Given the reactants [C:1]([O:5][C:6]([N:8]1[CH2:13][CH2:12][CH:11]([C:14]2[CH:19]=[CH:18][C:17]([OH:20])=[CH:16][CH:15]=2)[CH2:10][CH2:9]1)=[O:7])([CH3:4])([CH3:3])[CH3:2].[H-].[Na+].[Cl:23][C:24]1[CH:29]=[CH:28][C:27]([CH2:30]Cl)=[CH:26][C:25]=1[C:32]([F:35])([F:34])[F:33].CCOC(C)=O.CCCCCC, predict the reaction product. The product is: [C:1]([O:5][C:6]([N:8]1[CH2:13][CH2:12][CH:11]([C:14]2[CH:19]=[CH:18][C:17]([O:20][CH2:30][C:27]3[CH:28]=[CH:29][C:24]([Cl:23])=[C:25]([C:32]([F:35])([F:33])[F:34])[CH:26]=3)=[CH:16][CH:15]=2)[CH2:10][CH2:9]1)=[O:7])([CH3:4])([CH3:2])[CH3:3]. (3) Given the reactants [O:1]=[C:2]1[NH:10]/[C:9](=[N:11]\[N:12]=[CH:13]/[CH2:14][CH2:15][NH:16][C:17](=[O:26])[O:18][CH2:19][C:20]2[CH:25]=[CH:24][CH:23]=[CH:22][CH:21]=2)/[N:8]([CH2:27][CH2:28][CH2:29][CH2:30][CH3:31])[C:7]2[N:6]=[CH:5][NH:4][C:3]1=2, predict the reaction product. The product is: [O:1]=[C:2]1[N:10]2[C:13]([CH2:14][CH2:15][NH:16][C:17](=[O:26])[O:18][CH2:19][C:20]3[CH:25]=[CH:24][CH:23]=[CH:22][CH:21]=3)=[N:12][N:11]=[C:9]2[N:8]([CH2:27][CH2:28][CH2:29][CH2:30][CH3:31])[C:7]2[N:6]=[CH:5][NH:4][C:3]1=2. (4) Given the reactants [BH4-].[Na+].[NH2:3][C:4]1[CH:9]=[C:8]([C:10]2[CH:15]=[CH:14][C:13]([CH:16]=[O:17])=[CH:12][CH:11]=2)[N:7]=[C:6]([C:18]([O:20][CH3:21])=[O:19])[C:5]=1[Cl:22], predict the reaction product. The product is: [NH2:3][C:4]1[CH:9]=[C:8]([C:10]2[CH:15]=[CH:14][C:13]([CH2:16][OH:17])=[CH:12][CH:11]=2)[N:7]=[C:6]([C:18]([O:20][CH3:21])=[O:19])[C:5]=1[Cl:22]. (5) The product is: [CH2:1]([O:8][C:9]([N:11]1[CH2:16][CH2:15][CH2:14][CH2:13][C@H:12]1[C:17]1[NH:21][C:20]2[CH:22]=[CH:23][C:24](/[CH:26]=[CH:27]/[C:27]#[C:26][C:24]3[CH:23]=[CH:22][C:20]4[NH:21][C:17]([C@@H:12]5[CH2:13][CH2:14][CH2:15][CH2:16][N:11]5[C:9]([O:8][CH2:1][C:2]5[CH:3]=[CH:4][CH:5]=[CH:6][CH:7]=5)=[O:10])=[N:18][C:19]=4[CH:25]=3)=[CH:25][C:19]=2[N:18]=1)=[O:10])[C:2]1[CH:3]=[CH:4][CH:5]=[CH:6][CH:7]=1. Given the reactants [CH2:1]([O:8][C:9]([N:11]1[CH2:16][CH2:15][CH2:14][CH2:13][C@H:12]1[C:17]1[NH:21][C:20]2[CH:22]=[CH:23][C:24]([C:26]#[CH:27])=[CH:25][C:19]=2[N:18]=1)=[O:10])[C:2]1[CH:7]=[CH:6][CH:5]=[CH:4][CH:3]=1, predict the reaction product.